Dataset: Full USPTO retrosynthesis dataset with 1.9M reactions from patents (1976-2016). Task: Predict the reactants needed to synthesize the given product. Given the product [O:25]=[C:19]1[CH:18]([N:12]2[CH2:11][C:10]3[C:14](=[CH:15][CH:16]=[C:8]([CH2:7][NH:6][C:26]([NH:51][C:47]4[CH:48]=[CH:49][CH:50]=[C:45]([O:44][C:39]5[CH:40]=[CH:41][CH:42]=[CH:43][N:38]=5)[CH:46]=4)=[O:27])[CH:9]=3)[C:13]2=[O:17])[CH2:23][CH2:22][C:21](=[O:24])[NH:20]1, predict the reactants needed to synthesize it. The reactants are: CS(O)(=O)=O.[NH2:6][CH2:7][C:8]1[CH:9]=[C:10]2[C:14](=[CH:15][CH:16]=1)[C:13](=[O:17])[N:12]([CH:18]1[CH2:23][CH2:22][C:21](=[O:24])[NH:20][C:19]1=[O:25])[CH2:11]2.[C:26](N1C=CN=C1)(N1C=CN=C1)=[O:27].[N:38]1[CH:43]=[CH:42][CH:41]=[CH:40][C:39]=1[O:44][C:45]1[CH:46]=[C:47]([NH2:51])[CH:48]=[CH:49][CH:50]=1.O.